From a dataset of Full USPTO retrosynthesis dataset with 1.9M reactions from patents (1976-2016). Predict the reactants needed to synthesize the given product. (1) Given the product [CH3:19]/[C:20](=[CH:24]\[CH2:25][CH2:26][CH3:27])/[C:21]([N:8]1[C@@H:7]([C:1]2[CH:2]=[CH:3][CH:4]=[CH:5][CH:6]=2)[C@@H:11]([C:12]2[CH:13]=[CH:14][CH:15]=[CH:16][CH:17]=2)[O:10][C:9]1=[O:18])=[O:23], predict the reactants needed to synthesize it. The reactants are: [C:1]1([C@H:7]2[C@@H:11]([C:12]3[CH:17]=[CH:16][CH:15]=[CH:14][CH:13]=3)[O:10][C:9](=[O:18])[NH:8]2)[CH:6]=[CH:5][CH:4]=[CH:3][CH:2]=1.[CH3:19]/[C:20](=[CH:24]\[CH2:25][CH3:26])/[C:21]([OH:23])=O.[CH3:27]COC1N(C(OCC)=O)C2C(=CC=CC=2)C=C1.[Li+].[Cl-]. (2) The reactants are: [CH3:1][O:2][C:3]1[N:8]=[C:7]([O:9][CH3:10])[C:6]([B:11]([OH:13])[OH:12])=[CH:5][N:4]=1.O[C:15]([C:18](O)([CH3:20])[CH3:19])([CH3:17])[CH3:16]. Given the product [CH3:1][O:2][C:3]1[N:8]=[C:7]([O:9][CH3:10])[C:6]([B:11]2[O:12][C:18]([CH3:20])([CH3:19])[C:15]([CH3:17])([CH3:16])[O:13]2)=[CH:5][N:4]=1, predict the reactants needed to synthesize it. (3) Given the product [F:11][C:12]([F:23])([F:22])[C:13]1[CH:14]=[C:15]([CH:19]=[CH:20][CH:21]=1)[C:16]([N:10]=[C:2]1[N:3]([CH2:31][C:32]([O:34][CH2:35][CH3:36])=[O:33])[C:4]2[CH2:9][CH2:8][CH2:7][CH2:6][C:5]=2[S:1]1)=[O:17], predict the reactants needed to synthesize it. The reactants are: [S:1]1[C:5]2[CH2:6][CH2:7][CH2:8][CH2:9][C:4]=2[N:3]=[C:2]1[NH2:10].[F:11][C:12]([F:23])([F:22])[C:13]1[CH:14]=[C:15]([CH:19]=[CH:20][CH:21]=1)[C:16](Cl)=[O:17].C(=O)([O-])[O-].[K+].[K+].Br[CH2:31][C:32]([O:34][CH2:35][CH3:36])=[O:33]. (4) Given the product [F:20][C:2]([F:1])([F:19])[C:3]([NH:5][C:7]1[CH:8]=[CH:9][C:10]([C:13]#[C:14][CH2:15][CH2:16][CH2:17][OH:18])=[C:11]([CH3:22])[CH:12]=1)=[O:4], predict the reactants needed to synthesize it. The reactants are: [F:1][C:2]([F:20])([F:19])[C:3]([N:5]([C:7]1[CH:12]=[CH:11][C:10]([C:13]#[C:14][CH2:15][CH2:16][CH2:17][OH:18])=[CH:9][CH:8]=1)C)=[O:4].F[C:22](F)(F)C(NC1C=CC(I)=C(C)C=1)=O. (5) Given the product [CH3:9][N:10]([CH3:14])[CH2:11][C:12]#[C:13][C:2]1[CH:3]=[C:4]([NH2:8])[CH:5]=[N:6][CH:7]=1, predict the reactants needed to synthesize it. The reactants are: Br[C:2]1[CH:3]=[C:4]([NH2:8])[CH:5]=[N:6][CH:7]=1.[CH3:9][N:10]([CH3:14])[CH2:11][C:12]#[CH:13].